Dataset: Drug-target binding data from BindingDB using Ki measurements. Task: Regression. Given a target protein amino acid sequence and a drug SMILES string, predict the binding affinity score between them. We predict pKi (pKi = -log10(Ki in M); higher means stronger inhibition). Dataset: bindingdb_ki. (1) The compound is CCCCB(O)O. The target protein sequence is MGMRTVLTGLAGMLLGSMMPVQADMPRPTGLAADIRWTAYGVPHIRAKDERGLGYGIGYAYARDNACLLAEEIVTARGERARYFGSEGKSSAELDNLPSDIFYAWLNQPEALQAFWQAQTPAVRQLLEGYAAGFNRFLREADGKTTSCLGQPWLRAIATDDLLRLTRRLLVEGGVGQFADALVAAAPPGTEKVALSGEQAFQVAEQRRQRFRLERGSNAIAVGSERSADGKGMLLANPHFPWNGAMRFYQMHLTIPGRLDVMGASLPGLPVVNIGFSRHLAWTHTVDTSSHFTLYRLALDPKDPRRYLVDGRSLPLEEKSVAIEVRGADGKLSRVEHKVYQSIYGPLVVWPGKLDWNRSEAYALRDANLENTRVLQQWYSINQASDVADLRRRVEALQGIPWVNTLAADEQGNALYMNQSVVPYLKPELIPACAIPQLVAEGLPALQGQDSRCAWSRDPAAAQAGITPAAQLPVLLRRDFVQNSNDSAWLTNPASPLQGF.... The pKi is 3.3. (2) The compound is CNCCC(Oc1ccccc1C)c1ccccc1. The target protein (P47937) has sequence MASVPTGENWTDGTAGVGSHTGNLSAALGITEWLALQAGNFSSALGLPVTSQAPSQVRANLTNQFVQPSWRIALWSLAYGLVVAVAVFGNLIVIWIILAHKRMRTVTNYFLVNLAFSDASVAAFNTLVNFIYGVHSEWYFGANYCRFQNFFPITAVFASIYSMTAIAVDRYMAIIDPLKPRLSATATKIVIGSIWILAFLLAFPQCLYSKIKVMPGRTLCYVQWPEGPKQHFTYHIIVIILVYCFPLLIMGVTYTIVGITLWGGEIPGDTCDKYHEQLKAKRKVVKMMIIVVVTFAICWLPYHVYFILTAIYQQLNRWKYIQQVYLASFWLAMSSTMYNPIIYCCLNKRFRAGFKRAFRWCPFIQVSSYDELELKTTRFHPTRQSSLYTVSRMESVTVLYDPSEGDPAKSSRKKRAVPRDPSANGCSHREFKSASTTSSFISSPYTSVDEYS. The pKi is 6.0. (3) The compound is C[C@H](NC(=O)[C@H](CCCN=C(N)N)NC(=O)[C@H](CCC(N)=O)NC(=O)[C@@H]1CCCN1C(=O)[C@@H](N)[C@@H](C)O)C(=O)N[C@@H](CCCN=C(N)N)C(=O)N[C@@H](CCCN=C(N)N)C(=O)N[C@@H](CCCN=C(N)N)C(=O)N[C@@H](CCCCN)C(=O)N[C@@H](CCCCN)C(=O)N[C@@H](CCCN=C(N)N)C(=O)N[C@H](C(=O)O)[C@@H](C)O. The target protein (Q63415) has sequence MPPRAPPAPGPRPPPRAAGRHGLSPLAPRPWRWLLLLALPAVCSALPPPRPVYTNHWAVQVLGGPGAADRVAAAHGYLNLGQIGNLDDYYHFYHSKTFKRSTLSSRGPHTFLRMDPQVKWLQQQEVKRRVKRQARSDSLYFNDPIWSNMWYMHCADKNSRCRSEMNVQAAWKRGYTGKNVVVTILDDGIERNHPDLAPNYDSYASYDVNGNDYDPSPRYDASNENKHGTRCAGEVAASANNSYCIVGIAYNAKIGGIRMLDGDVTDVVEAKSLGIRPNYIDIYSASWGPDDDGKTVDGPGRLAKQAFEYGIKKGRQGLGSIFVWASGNGGREGDHCSCDGYTNSIYTISVSSTTENGHKPWYLEECASTLATTYSSGAFYERKIVTTDLRQRCTDGHTGTSVSAPMVAGIIALALEANNQLTWRDVQHLLVKTSRPAHLKASDWKVNGAGHKVSHLYGFGLVDAEALVLEARKWTAVPSQHMCVATADKRPRSIPVVQVL.... The pKi is 6.5. (4) The compound is CP(=O)([O-])N[C@H]1C(O)[C@H](O)C(COCc2ccccc2)O[C@H]1OCc1ccccc1. The target protein (Q8DP63) has sequence MNKSRLGRGRHGKTRHVLLALIGILAISICLLGGFIAFKIYQQKSFEQKIESLKKEKDDQLSEGNQKEHFRQGQAEVIAYYPLQGEKVISSVRELINQDVKDKLESKDNLVFYYTEQEESGLKGVVNRNVTKQIYDLVAFKIEETEKTSLGKVHLTEDGQPFTLDQLFSDASKAKEQLIKELTSFIEDKKIEQDQSEQIVKNFSDQDLSAWNFDYKDSQIILYPSPVVENLEEIALPVSAFFDVIQSSYLLEKDAALYQSYFDKKHQKVVALTFDDGPNPATTPQVLETLAKYDIKATFFVLGKNVSGNEDLVKRIKSEGHVVGNHSWSHPILSQLSLDEAKKQITDTEDVLTKVLGSSSKLMRPPYGAITDDIRNSLDLSFIMWDVDSLDWKSKNEASILTEIQHQVANGSIVLMHDIHSPTVNALPRVIEYLKNQGYTFVTIPEMLNTRLKAHELYYSRDE. The pKi is 3.7. (5) The compound is Brc1ccc([C@H]2CC3CCC2N3)cn1. The target protein sequence is MDFSLTRLIFLFIAATLVFSSEDESRLINDLFKSYNKVVRPVKAFKDKVVVTLGLQLIQLINVDEVNQIVTTNVRLKQQWEDVHLKWNPEDYGGIKKVRISSGDIWRPDIVLYNNADGDFAIVQETKVLLDYTGKIIWTPPAIFKSYCEMIVTYFPFDLQNCSMKLGTWTYDGSLVVINPESDRPDLSNFMESGEWYMKDYRGWKHWVYYDCCPETPYLDITYHFLLQRLPLYFIVNVVIPCLLFSFLTGLVFYLPTDSGEKITLSVSVLLSLVVFLLVIVELIPSTSSAVPLIGKYMLFTMVFVITSIVITVIVINTHHRSPSTHIMPQWLKKIFIETIPRVMFFSTMKRPAQDQQKKKIFTEDIDISDISGKLGPAAVKYQSPILKNPDVKSAIEGAKYIAETMKSDQESNKASEEWKFVAMVLDHLLLAVFMIVCIIGTLAIFAGRLIELHMQG. The pKi is 9.8.